This data is from Peptide-MHC class I binding affinity with 185,985 pairs from IEDB/IMGT. The task is: Regression. Given a peptide amino acid sequence and an MHC pseudo amino acid sequence, predict their binding affinity value. This is MHC class I binding data. (1) The peptide sequence is LEDDSQVDLA. The MHC is HLA-B40:02 with pseudo-sequence HLA-B40:02. The binding affinity (normalized) is 0.0939. (2) The peptide sequence is LEDGVNYA. The MHC is H-2-Kk with pseudo-sequence H-2-Kk. The binding affinity (normalized) is 0.287. (3) The MHC is HLA-A33:01 with pseudo-sequence HLA-A33:01. The peptide sequence is KAALDLSHFL. The binding affinity (normalized) is 0. (4) The peptide sequence is GPSPSHKSV. The MHC is HLA-A25:01 with pseudo-sequence HLA-A25:01. The binding affinity (normalized) is 0.0847. (5) The peptide sequence is TMRLRSEVL. The MHC is BoLA-HD6 with pseudo-sequence BoLA-HD6. The binding affinity (normalized) is 0.872. (6) The peptide sequence is VMYNLWKMK. The MHC is HLA-A11:01 with pseudo-sequence HLA-A11:01. The binding affinity (normalized) is 0.823.